Predict which catalyst facilitates the given reaction. From a dataset of Catalyst prediction with 721,799 reactions and 888 catalyst types from USPTO. (1) Reactant: [NH2:1][C:2]1[CH:18]=[CH:17][CH:16]=[CH:15][C:3]=1[CH2:4][NH:5][C:6]1[CH:11]=[CH:10][C:9]([O:12][CH3:13])=[C:8]([F:14])[CH:7]=1.[C:19](Cl)(Cl)=[O:20].CCO. Product: [F:14][C:8]1[CH:7]=[C:6]([N:5]2[CH2:4][C:3]3[C:2](=[CH:18][CH:17]=[CH:16][CH:15]=3)[NH:1][C:19]2=[O:20])[CH:11]=[CH:10][C:9]=1[O:12][CH3:13]. The catalyst class is: 11. (2) Reactant: Cl.[CH2:2]([NH2:13])[CH2:3][C:4]1[CH:12]=[CH:11][C:10]2[O:9][CH2:8][O:7][C:6]=2[CH:5]=1.C(N(CC)CC)C.[Cl:21][CH2:22][C:23](Cl)=[O:24]. Product: [Cl:21][CH2:22][C:23]([NH:13][CH2:2][CH2:3][C:4]1[CH:12]=[CH:11][C:10]2[O:9][CH2:8][O:7][C:6]=2[CH:5]=1)=[O:24]. The catalyst class is: 2. (3) Reactant: [Cl-].C(O[CH:6]1[C@H:11]([NH3+:12])[C@@H:10]([O:13][C:14](=[O:16])[CH3:15])[C@H:9]([O:17][C:18](=[O:20])[CH3:19])[C@@H:8]([CH2:21][O:22][C:23](=[O:25])[CH3:24])[O:7]1)(=O)C.[CH3:26][N:27]=[C:28]=[S:29].C(N(CC)CC)C.C(O)(C(F)(F)F)=O. Product: [C:18]([O:17][C@@H:9]1[C@@H:8]([CH2:21][O:22][C:23](=[O:25])[CH3:24])[O:7][C@H:6]2[C@H:11]([N:12]=[C:28]([NH:27][CH3:26])[S:29]2)[C@H:10]1[O:13][C:14](=[O:16])[CH3:15])(=[O:20])[CH3:19]. The catalyst class is: 23. (4) Reactant: Cl[C:2]1[C:11]2[C:6](=[CH:7][C:8]([S:12]([N:15]([CH2:21][C:22]3[CH:27]=[CH:26][C:25]([O:28][CH3:29])=[CH:24][C:23]=3[O:30][CH3:31])[C:16]3[S:17][CH:18]=[CH:19][N:20]=3)(=[O:14])=[O:13])=[CH:9][CH:10]=2)[CH:5]=[CH:4][N:3]=1.[F:32][C:33]1[CH:38]=[C:37]([C:39]([F:42])([F:41])[F:40])[CH:36]=[CH:35][C:34]=1B(O)O.C(=O)([O-])[O-].[K+].[K+].O1CCOCC1. Product: [CH3:31][O:30][C:23]1[CH:24]=[C:25]([O:28][CH3:29])[CH:26]=[CH:27][C:22]=1[CH2:21][N:15]([C:16]1[S:17][CH:18]=[CH:19][N:20]=1)[S:12]([C:8]1[CH:7]=[C:6]2[C:11](=[CH:10][CH:9]=1)[C:2]([C:34]1[CH:35]=[CH:36][C:37]([C:39]([F:42])([F:41])[F:40])=[CH:38][C:33]=1[F:32])=[N:3][CH:4]=[CH:5]2)(=[O:14])=[O:13]. The catalyst class is: 103. (5) Reactant: C(Cl)(=O)C(Cl)=O.CS(C)=O.[F:11][C:12]1[CH:17]=[CH:16][C:15]([C:18]([CH3:23])([CH3:22])[CH2:19][CH2:20][OH:21])=[CH:14][CH:13]=1.C(N(CC)CC)C. Product: [F:11][C:12]1[CH:13]=[CH:14][C:15]([C:18]([CH3:23])([CH3:22])[CH2:19][CH:20]=[O:21])=[CH:16][CH:17]=1. The catalyst class is: 4.